From a dataset of Forward reaction prediction with 1.9M reactions from USPTO patents (1976-2016). Predict the product of the given reaction. Given the reactants [O:1]1[C:5]2[CH:6]=[CH:7][CH:8]=[CH:9][C:4]=2[CH:3]=[C:2]1[C:10]([NH:12][C:13]1([C:19]([NH:21][CH:22]2[CH2:27][CH2:26][N:25]([C:28]3[CH:33]=[CH:32][CH:31]=[CH:30][C:29]=3[NH:34][C:35](=[O:42])[C:36]([CH3:41])([CH3:40])[CH:37](Cl)C)[CH2:24][CH:23]2[OH:43])=[O:20])[CH2:18][CH2:17][CH2:16][CH2:15][CH2:14]1)=[O:11].[H-].[Na+], predict the reaction product. The product is: [O:1]1[C:5]2[CH:6]=[CH:7][CH:8]=[CH:9][C:4]=2[CH:3]=[C:2]1[C:10]([NH:12][C:13]1([C:19]([NH:21][CH:22]2[CH2:27][CH2:26][N:25]([C:28]3[CH:33]=[CH:32][CH:31]=[CH:30][C:29]=3[N:34]3[CH2:37][C:36]([CH3:41])([CH3:40])[C:35]3=[O:42])[CH2:24][CH:23]2[OH:43])=[O:20])[CH2:14][CH2:15][CH2:16][CH2:17][CH2:18]1)=[O:11].